Task: Predict the reactants needed to synthesize the given product.. Dataset: Full USPTO retrosynthesis dataset with 1.9M reactions from patents (1976-2016) Given the product [ClH:34].[F:33][C:2]([F:1])([C:18]1[N:22]2[CH:23]=[C:24]([C:27]3[CH:28]=[N:29][N:30]([CH3:32])[CH:31]=3)[CH:25]=[CH:26][C:21]2=[N:20][N:19]=1)[C:3]1[CH:4]=[CH:5][C:6]2[N:7]([CH:9]=[C:10]([NH:12][C:13]([CH:15]3[CH2:16][CH2:17]3)=[O:14])[N:11]=2)[N:8]=1, predict the reactants needed to synthesize it. The reactants are: [F:1][C:2]([F:33])([C:18]1[N:22]2[CH:23]=[C:24]([C:27]3[CH:28]=[N:29][N:30]([CH3:32])[CH:31]=3)[CH:25]=[CH:26][C:21]2=[N:20][N:19]=1)[C:3]1[CH:4]=[CH:5][C:6]2[N:7]([CH:9]=[C:10]([NH:12][C:13]([CH:15]3[CH2:17][CH2:16]3)=[O:14])[N:11]=2)[N:8]=1.[ClH:34].CO.Cl.CO.